From a dataset of Experimentally validated miRNA-target interactions with 360,000+ pairs, plus equal number of negative samples. Binary Classification. Given a miRNA mature sequence and a target amino acid sequence, predict their likelihood of interaction. (1) The miRNA is hsa-miR-6516-5p with sequence UUUGCAGUAACAGGUGUGAGCA. The protein sequence of the target gene is MTQMSQVQELFHEAAQQDALAQPQPWWKTQLFMWEPVLFGTWDGVFTSCMINIFGVVLFLRTGWLVGNTGVLLGMFLVSFVILVALVTVLSGIGVGERSSIGSGGVYSMISSVLGGQTGGTIGLLYVFGQCVAGAMYITGFAESISDLLGLGNIWAVRGISVAVLLALLGINLAGVKWIIRLQLLLLFLLAVSTLDFVVGSFTHLDPEHGFIGYSPELLQNNTLPDYSPGESFFTVFGVFFPAATGVMAGFNMGGDLREPAASIPLGSLAAVGISWFLYIIFVFLLGAICTREALRYDFL.... Result: 1 (interaction). (2) The protein sequence of the target gene is MAAIGRGRSLKNLRIRGRNDSGEENVPLDLTREPSDNLREILQNVAKLQGVSNMRKLGHLNNFTKLLCDIGHSEEKLGFNYEDIIICLRLALLNEAKEVRAAGLRALRYLIQDSSILQKVLKLKVDYLIARCIDIQQSNEVERTQALRLVRKMITVNASLFPSSVANSLIAVGNDGLQERDRMVRACIAIICELALQNPEVVALRGGLNTILKNVIDCQLSRINEALITTILHLLNHPKTRQYVRADVELERILAPYTDFHYRHSPDTAEGQLKEDREARFLASKMGIIATFRSWAGIIN.... The miRNA is mmu-miR-34b-5p with sequence AGGCAGUGUAAUUAGCUGAUUGU. Result: 1 (interaction).